From a dataset of Forward reaction prediction with 1.9M reactions from USPTO patents (1976-2016). Predict the product of the given reaction. (1) Given the reactants C=O.[CH3:3][C:4]1[C:12]([O:13][C@@H:14]2[CH2:19][CH2:18][C@H:17](N)[CH2:16][CH2:15]2)=[CH:11][C:10]([CH3:21])=[C:9]2[C:5]=1[CH:6]=[N:7][NH:8]2.[C:22]([BH3-])#[N:23].[Na+].[C:26](O)(=O)C, predict the reaction product. The product is: [CH3:3][C:4]1[C:12]([O:13][C@@H:14]2[CH2:19][CH2:18][C@H:17]([N:23]([CH3:22])[CH3:26])[CH2:16][CH2:15]2)=[CH:11][C:10]([CH3:21])=[C:9]2[C:5]=1[CH:6]=[N:7][NH:8]2. (2) The product is: [Cl:3][C:4]1[CH:12]=[C:11]2[C:7]([CH:8]=[CH:9][N:10]2[CH2:14][C:15]2[CH:16]=[CH:17][C:18]([C:21]([F:22])([F:23])[F:24])=[CH:19][CH:20]=2)=[CH:6][CH:5]=1. Given the reactants [H-].[Na+].[Cl:3][C:4]1[CH:12]=[C:11]2[C:7]([CH:8]=[CH:9][NH:10]2)=[CH:6][CH:5]=1.Br[CH2:14][C:15]1[CH:20]=[CH:19][C:18]([C:21]([F:24])([F:23])[F:22])=[CH:17][CH:16]=1, predict the reaction product. (3) Given the reactants [C@@H]1([N:10]2[C:20]3[N:19]=[C:17]([NH2:18])[NH:16][C:14](=[O:15])[C:13]=3[N:12]=[CH:11]2)O[C@H](CO)[C@@H](O)[C@H]1O.[CH2:21](Br)[CH:22]=[CH2:23].Cl.[OH-].[Na+], predict the reaction product. The product is: [NH2:18][C:17]1[NH:16][C:14](=[O:15])[C:13]2[N:12]([CH2:23][CH:22]=[CH2:21])[CH:11]=[N:10][C:20]=2[N:19]=1. (4) The product is: [CH3:26][C:8]1([CH3:27])[C:3]2[C:2](=[N:7][CH:6]=[CH:5][N:4]=2)[N:11]([C@H:12]2[CH2:17][CH2:16][C@H:15]([NH:18][C:19]3[CH:24]=[CH:23][C:22]([CH3:25])=[CH:21][N:20]=3)[CH2:14][CH2:13]2)[C:9]1=[O:10]. Given the reactants Cl[C:2]1[C:3]([C:8]([CH3:27])([CH3:26])[C:9]([NH:11][C@H:12]2[CH2:17][CH2:16][C@H:15]([NH:18][C:19]3[CH:24]=[CH:23][C:22]([CH3:25])=[CH:21][N:20]=3)[CH2:14][CH2:13]2)=[O:10])=[N:4][CH:5]=[CH:6][N:7]=1.CC(C)([O-])C.[Na+], predict the reaction product. (5) Given the reactants [CH3:1][C:2]1([C:7]2[O:11][C:10]([CH2:12][N:13]3[CH:17]=[C:16]([NH2:18])[CH:15]=[N:14]3)=[CH:9][CH:8]=2)[O:6]CCO1.[CH3:19][O:20][C:21]1[CH:22]=[C:23](/[CH:27]=[CH:28]/[C:29](O)=[O:30])[CH:24]=[CH:25][CH:26]=1, predict the reaction product. The product is: [C:2]([C:7]1[O:11][C:10]([CH2:12][N:13]2[CH:17]=[C:16]([NH:18][C:29](=[O:30])/[CH:28]=[CH:27]/[C:23]3[CH:24]=[CH:25][CH:26]=[C:21]([O:20][CH3:19])[CH:22]=3)[CH:15]=[N:14]2)=[CH:9][CH:8]=1)(=[O:6])[CH3:1]. (6) Given the reactants [CH3:1][C:2]1[O:6][C:5]([C:7]2[CH:8]=[CH:9][C:10]3[O:14][CH:13]=[C:12]([C:15]4[CH:20]=[CH:19][C:18]([OH:21])=[CH:17][CH:16]=4)[C:11]=3[CH:22]=2)=[N:4][N:3]=1.[H-].[Na+].[CH3:25][S:26][CH2:27]Cl, predict the reaction product. The product is: [CH3:1][C:2]1[O:6][C:5]([C:7]2[CH:8]=[CH:9][C:10]3[O:14][CH:13]=[C:12]([C:15]4[CH:16]=[CH:17][C:18]([O:21][CH2:25][S:26][CH3:27])=[CH:19][CH:20]=4)[C:11]=3[CH:22]=2)=[N:4][N:3]=1. (7) Given the reactants [OH:1][C@H:2]1[CH2:7][CH2:6][C@H:5]([NH:8][C:9]2[N:18]=[CH:17][C:16]3[C:11](=[C:12]([C:19]4[CH:24]=[CH:23][C:22]([OH:25])=[CH:21][CH:20]=4)[CH:13]=[CH:14][CH:15]=3)[N:10]=2)[CH2:4][CH2:3]1.C([O-])([O-])=O.[Cs+].[Cs+].Cl[CH2:33][CH2:34][N:35]([CH3:43])[C:36](=[O:42])[O:37][C:38]([CH3:41])([CH3:40])[CH3:39], predict the reaction product. The product is: [OH:1][C@H:2]1[CH2:3][CH2:4][C@H:5]([NH:8][C:9]2[N:18]=[CH:17][C:16]3[C:11](=[C:12]([C:19]4[CH:20]=[CH:21][C:22]([O:25][CH2:33][CH2:34][N:35]([CH3:43])[C:36](=[O:42])[O:37][C:38]([CH3:40])([CH3:39])[CH3:41])=[CH:23][CH:24]=4)[CH:13]=[CH:14][CH:15]=3)[N:10]=2)[CH2:6][CH2:7]1.